Dataset: Full USPTO retrosynthesis dataset with 1.9M reactions from patents (1976-2016). Task: Predict the reactants needed to synthesize the given product. (1) Given the product [Cl:8][C:9]1[C:16]([Cl:17])=[CH:15][CH:14]=[C:13]([N+:18]([O-:20])=[O:19])[C:10]=1[CH2:11][OH:12], predict the reactants needed to synthesize it. The reactants are: C1(C)C=CC=CC=1.[Cl:8][C:9]1[C:16]([Cl:17])=[CH:15][CH:14]=[C:13]([N+:18]([O-:20])=[O:19])[C:10]=1[CH:11]=[O:12].[BH4-].[Na+]. (2) Given the product [CH:2]([C:5]1[CH:10]=[C:9]([C:11]([F:12])([F:14])[F:13])[CH:8]=[CH:7][C:6]=1[N:15]1[CH2:20][CH2:19][O:18][C:17]2[CH:21]=[C:22]([S:25]([N:28]([CH2:34][C:35]3[CH:36]=[CH:37][C:38]([O:41][CH3:42])=[CH:39][CH:40]=3)[C:29]3[S:30][CH:31]=[CH:32][N:33]=3)(=[O:26])=[O:27])[CH:23]=[CH:24][C:16]1=2)=[O:1], predict the reactants needed to synthesize it. The reactants are: [OH:1][CH:2]([C:5]1[CH:10]=[C:9]([C:11]([F:14])([F:13])[F:12])[CH:8]=[CH:7][C:6]=1[N:15]1[CH2:20][CH2:19][O:18][C:17]2[CH:21]=[C:22]([S:25]([N:28]([CH2:34][C:35]3[CH:40]=[CH:39][C:38]([O:41][CH3:42])=[CH:37][CH:36]=3)[C:29]3[S:30][CH:31]=[CH:32][N:33]=3)(=[O:27])=[O:26])[CH:23]=[CH:24][C:16]1=2)CO.I([O-])(=O)(=O)=O.[Na+].CO.[BH4-].[Na+]. (3) Given the product [F:20][C:21]([F:23])([F:22])[C:11]1[N:10]([C:19]2[N:18]=[CH:17][N:16]=[C:14]([NH2:15])[C:13]=2[N:12]=1)[C@@H:1]1[O:9][C@H:6]([CH2:7][OH:8])[C@@H:4]([OH:5])[C@H:2]1[OH:3], predict the reactants needed to synthesize it. The reactants are: [C@@H:1]1([N:10]2[C:19]3[N:18]=[CH:17][N:16]=[C:14]([NH2:15])[C:13]=3[N:12]=[CH:11]2)[O:9][C@H:6]([CH2:7][OH:8])[C@@H:4]([OH:5])[C@H:2]1[OH:3].[F:20][C:21](I)([F:23])[F:22].OO. (4) Given the product [S:25]1[CH:28]=[CH:27][N:1]=[C:2]1[CH2:3][CH2:4][C@@H:5]([NH:17][C:18](=[O:24])[O:19][C:20]([CH3:21])([CH3:22])[CH3:23])[CH2:6][C:7]1[CH:8]=[CH:9][C:10]([C:13]([F:16])([F:15])[F:14])=[CH:11][CH:12]=1, predict the reactants needed to synthesize it. The reactants are: [NH2:1][C:2](=[S:25])[CH2:3][CH2:4][C@@H:5]([NH:17][C:18](=[O:24])[O:19][C:20]([CH3:23])([CH3:22])[CH3:21])[CH2:6][C:7]1[CH:12]=[CH:11][C:10]([C:13]([F:16])([F:15])[F:14])=[CH:9][CH:8]=1.Cl[CH2:27][CH:28]=O. (5) Given the product [CH2:1]([OH:4])[C@H:2]([C@H:1]([C@@H:2]([C@@H:2]([CH2:1][OH:4])[OH:5])[OH:5])[OH:4])[OH:5], predict the reactants needed to synthesize it. The reactants are: [C:1]([OH:4])(=O)[CH3:2].[OH2:5]. (6) Given the product [Cl:1][C:2]1[CH:39]=[N:38][C:5]2[NH:6][C:7]3[C:12]([C:4]=2[CH:3]=1)=[CH:11][C:10]([C:13]1[CH:14]=[CH:15][C:16]([O:19][CH2:20][CH2:21][N:22]2[CH2:23][CH2:24][N:25]([CH3:28])[CH2:26][CH2:27]2)=[CH:17][CH:18]=1)=[CH:9][CH:8]=3, predict the reactants needed to synthesize it. The reactants are: [Cl:1][C:2]1[CH:39]=[N:38][C:5]2[N:6](S(C3C=CC=CC=3)(=O)=O)[C:7]3[C:12]([C:4]=2[CH:3]=1)=[CH:11][C:10]([C:13]1[CH:18]=[CH:17][C:16]([O:19][CH2:20][CH2:21][N:22]2[CH2:27][CH2:26][N:25]([CH3:28])[CH2:24][CH2:23]2)=[CH:15][CH:14]=1)=[CH:9][CH:8]=3.